From a dataset of Full USPTO retrosynthesis dataset with 1.9M reactions from patents (1976-2016). Predict the reactants needed to synthesize the given product. Given the product [F:1][C:2]1[CH:7]=[CH:6][CH:5]=[CH:4][C:3]=1[C:8]1[C:12]([C:13]2[CH:30]=[CH:29][C:16]3[N:17]=[C:18]([NH2:20])[S:19][C:15]=3[CH:14]=2)=[CH:11][N:10]([CH3:31])[N:9]=1, predict the reactants needed to synthesize it. The reactants are: [F:1][C:2]1[CH:7]=[CH:6][CH:5]=[CH:4][C:3]=1[C:8]1[C:12]([C:13]2[CH:30]=[CH:29][C:16]3[N:17]=[C:18]([NH:20]C(=O)C4C=CC=CC=4)[S:19][C:15]=3[CH:14]=2)=[CH:11][N:10]([CH3:31])[N:9]=1.O.[OH-].[Na+].